Dataset: Catalyst prediction with 721,799 reactions and 888 catalyst types from USPTO. Task: Predict which catalyst facilitates the given reaction. (1) Reactant: [NH2:1][C:2]1[CH:3]=[C:4]([C:9]#[C:10][C:11]2[CH:12]=[N:13][C:14]([NH2:17])=[N:15][CH:16]=2)[C:5]([CH3:8])=[N:6][CH:7]=1.[F:18][C:19]([F:32])([F:31])[C:20]1[CH:25]=[CH:24][C:23]([CH2:26][CH2:27][C:28](O)=[O:29])=[CH:22][CH:21]=1.CN(C(ON1N=NC2C=CC=NC1=2)=[N+](C)C)C.F[P-](F)(F)(F)(F)F.CCN(C(C)C)C(C)C. Product: [NH2:17][C:14]1[N:13]=[CH:12][C:11]([C:10]#[C:9][C:4]2[CH:3]=[C:2]([NH:1][C:28](=[O:29])[CH2:27][CH2:26][C:23]3[CH:22]=[CH:21][C:20]([C:19]([F:31])([F:32])[F:18])=[CH:25][CH:24]=3)[CH:7]=[N:6][C:5]=2[CH3:8])=[CH:16][N:15]=1. The catalyst class is: 136. (2) Reactant: C(OC(N1CCCCC1[CH2:14][N:15]([CH:19]1[CH2:28][CH2:27][C:26]2[C:21](=[CH:22][C:23]([O:29][S:30]([C:33]3[C:34]([CH3:39])=[N:35][O:36][C:37]=3[CH3:38])(=[O:32])=[O:31])=[CH:24][CH:25]=2)[CH2:20]1)[CH2:16][CH2:17][CH3:18])=O)(C)(C)C.F[C:41](F)(F)[C:42](O)=O. Product: [NH:15]1[CH2:42][CH2:41][CH:18]([CH2:14][N:15]([CH2:16][CH2:17][CH3:18])[CH:19]2[CH2:20][C:21]3[CH:22]=[C:23]([O:29][S:30]([C:33]4[C:34]([CH3:39])=[N:35][O:36][C:37]=4[CH3:38])(=[O:31])=[O:32])[CH:24]=[CH:25][C:26]=3[CH2:27][CH2:28]2)[CH2:17][CH2:16]1. The catalyst class is: 2. (3) Reactant: C([O:14][C:15]1[C:24]2[N:23]=[CH:22][CH:21]=[CH:20][C:19]=2[C:18]([C:25]([OH:27])=O)=[C:17]2[CH2:28][N:29]([CH2:32][C:33]3[CH:38]=[CH:37][C:36]([F:39])=[CH:35][CH:34]=3)[C:30](=[O:31])[C:16]=12)(C1C=CC=CC=1)C1C=CC=CC=1.[NH2:40][C:41]1[S:42][CH:43]=[CH:44][N:45]=1.C(N(C(C)C)CC)(C)C.F[P-](F)(F)(F)(F)F.N1(OC(N(C)C)=[N+](C)C)C2N=CC=CC=2N=N1. Product: [S:42]1[CH:43]=[CH:44][N:45]=[C:41]1[NH:40][C:25]([C:18]1[C:19]2[CH:20]=[CH:21][CH:22]=[N:23][C:24]=2[C:15]([OH:14])=[C:16]2[C:30](=[O:31])[N:29]([CH2:32][C:33]3[CH:38]=[CH:37][C:36]([F:39])=[CH:35][CH:34]=3)[CH2:28][C:17]=12)=[O:27]. The catalyst class is: 9.